Predict the reactants needed to synthesize the given product. From a dataset of Full USPTO retrosynthesis dataset with 1.9M reactions from patents (1976-2016). Given the product [CH:2]1([OH:1])[CH2:13][CH2:12][CH2:11][CH2:10][CH2:9][CH2:8][CH2:7][CH2:6][CH2:5][CH2:4][CH2:3]1, predict the reactants needed to synthesize it. The reactants are: [O:1]1[CH:3]2[CH2:4][CH2:5][CH:6]=[CH:7][CH2:8][CH2:9][CH:10]=[CH:11][CH2:12][CH2:13][CH:2]12.[H][H].C1(=O)CCCCCCCCCCC1.